Dataset: Forward reaction prediction with 1.9M reactions from USPTO patents (1976-2016). Task: Predict the product of the given reaction. The product is: [OH:34][C@@H:29]1[CH2:30][CH2:31][CH2:32][CH2:33][C@H:28]1[NH:27][C:3](=[O:12])[C:4]1[CH:9]=[C:8]([C:19]2[CH:20]=[CH:21][C:16]([O:15][C:14]([F:26])([F:25])[F:13])=[CH:17][CH:18]=2)[C:7]([O:39][CH2:38][CH2:37][O:36][CH3:35])=[N:6][CH:5]=1. Given the reactants CO[C:3](=[O:12])[C:4]1[CH:9]=[C:8](Br)[C:7](Cl)=[N:6][CH:5]=1.[F:13][C:14]([F:26])([F:25])[O:15][C:16]1[CH:21]=[CH:20][C:19](B(O)O)=[CH:18][CH:17]=1.[NH2:27][C@@H:28]1[CH2:33][CH2:32][CH2:31][CH2:30][C@H:29]1[OH:34].[CH3:35][O:36][CH2:37][CH2:38][OH:39], predict the reaction product.